Dataset: Forward reaction prediction with 1.9M reactions from USPTO patents (1976-2016). Task: Predict the product of the given reaction. (1) Given the reactants [C:1]1([CH2:7][CH2:8][CH2:9][N:10]2[CH:14]=[N:13][CH:12]=[N:11]2)[CH:6]=[CH:5][CH:4]=[CH:3][CH:2]=1.C(=O)([O-])[O-].[K+].[K+].[N+:21]([O-])([OH:23])=[O:22], predict the reaction product. The product is: [N+:21]([C:4]1[CH:3]=[CH:2][C:1]([CH2:7][CH2:8][CH2:9][N:10]2[CH:14]=[N:13][CH:12]=[N:11]2)=[CH:6][CH:5]=1)([O-:23])=[O:22]. (2) Given the reactants [O:1]1[C:5]2[C:6]([C:10]([O:12][CH3:13])=[O:11])=[CH:7][CH:8]=[CH:9][C:4]=2[CH2:3][CH2:2]1.[CH3:14][O:15][C:16]1[CH:21]=[CH:20][C:19]([CH3:22])=[CH:18][C:17]=1[S:23](O)(=[O:25])=[O:24].O=P12OP3(OP(OP(O3)(O1)=O)(=O)O2)=O.CS(O)(=O)=O, predict the reaction product. The product is: [CH3:14][O:15][C:16]1[CH:21]=[CH:20][C:19]([CH3:22])=[CH:18][C:17]=1[S:23]([C:8]1[CH:7]=[C:6]([C:10]([O:12][CH3:13])=[O:11])[C:5]2[O:1][CH2:2][CH2:3][C:4]=2[CH:9]=1)(=[O:24])=[O:25].